This data is from Forward reaction prediction with 1.9M reactions from USPTO patents (1976-2016). The task is: Predict the product of the given reaction. (1) The product is: [Br:1][C:2]1[CH:10]=[CH:9][C:5]([C:6]([NH:26][CH:23]2[CH2:25][CH2:24]2)=[O:8])=[C:4]([CH3:11])[CH:3]=1. Given the reactants [Br:1][C:2]1[CH:10]=[CH:9][C:5]([C:6]([OH:8])=O)=[C:4]([CH3:11])[CH:3]=1.C(Cl)(=O)C(Cl)=O.CN(C=O)C.[CH:23]1([NH2:26])[CH2:25][CH2:24]1, predict the reaction product. (2) Given the reactants [F:1][C:2]1[CH:3]=[C:4]([CH2:9][O:10][CH:11]2[CH2:16][CH2:15][CH2:14][N:13](C(OC(C)(C)C)=O)[CH2:12]2)[CH:5]=[CH:6][C:7]=1[F:8].C(OCC)C, predict the reaction product. The product is: [F:1][C:2]1[CH:3]=[C:4]([CH2:9][O:10][CH:11]2[CH2:16][CH2:15][CH2:14][NH:13][CH2:12]2)[CH:5]=[CH:6][C:7]=1[F:8]. (3) Given the reactants [Br:1][C:2]1[CH:10]=[CH:9][C:5]([C:6]([OH:8])=O)=[CH:4][C:3]=1[CH3:11].S(Cl)(Cl)=O.[CH:16]1[CH:21]=[CH:20][CH:19]=[CH:18][CH:17]=1.[Cl-].[Cl-].[Cl-].[Al+3].Cl, predict the reaction product. The product is: [Br:1][C:2]1[CH:10]=[CH:9][C:5]([C:6]([C:16]2[CH:21]=[CH:20][CH:19]=[CH:18][CH:17]=2)=[O:8])=[CH:4][C:3]=1[CH3:11]. (4) Given the reactants [Br:1][C:2]1[C:7](=[O:8])[N:6]([CH2:9][C:10]([NH:12][CH2:13][C:14]([O:16]C(C)(C)C)=[O:15])=[O:11])[N:5]=[CH:4][C:3]=1[NH:21][C@@H:22]1[CH2:27][C@@H:26]2[CH2:28][C@@H:24]([C:25]2([CH3:30])[CH3:29])[C@H:23]1[CH3:31].FC(F)(F)C(O)=O, predict the reaction product. The product is: [Br:1][C:2]1[C:7](=[O:8])[N:6]([CH2:9][C:10]([NH:12][CH2:13][C:14]([OH:16])=[O:15])=[O:11])[N:5]=[CH:4][C:3]=1[NH:21][C@@H:22]1[CH2:27][C@@H:26]2[CH2:28][C@@H:24]([C:25]2([CH3:30])[CH3:29])[C@H:23]1[CH3:31]. (5) Given the reactants [F:1][C:2]1[CH:7]=[C:6]([O:8][C:9]2[CH:14]=[CH:13][CH:12]=[CH:11][CH:10]=2)[CH:5]=[CH:4][C:3]=1[C:15]1[C:23]2[C:18](=[N:19][CH:20]=[N:21][C:22]=2[NH2:24])[NH:17][N:16]=1.O[CH2:26][CH:27]1[CH2:30][CH2:29][N:28]1[C:31]([O:33][C:34]([CH3:37])([CH3:36])[CH3:35])=[O:32].C1C=CC(P(C2C=CC=CC=2)C2C=CC=CC=2)=CC=1.CC(OC(/N=N/C(OC(C)C)=O)=O)C, predict the reaction product. The product is: [NH2:24][C:22]1[N:21]=[CH:20][N:19]=[C:18]2[N:17]([CH2:26][CH:27]3[CH2:30][CH2:29][N:28]3[C:31]([O:33][C:34]([CH3:35])([CH3:37])[CH3:36])=[O:32])[N:16]=[C:15]([C:3]3[CH:4]=[CH:5][C:6]([O:8][C:9]4[CH:10]=[CH:11][CH:12]=[CH:13][CH:14]=4)=[CH:7][C:2]=3[F:1])[C:23]=12. (6) Given the reactants [CH3:1][C:2]1[CH:7]=[CH:6][CH:5]=[C:4]([CH3:8])[C:3]=1[OH:9].[H-].[Na+].[Cl:12][C:13]1[CH:18]=[C:17]([N+]([O-])=O)[CH:16]=[CH:15][N:14]=1, predict the reaction product. The product is: [Cl:12][C:13]1[CH:18]=[C:17]([O:9][C:3]2[C:4]([CH3:8])=[CH:5][CH:6]=[CH:7][C:2]=2[CH3:1])[CH:16]=[CH:15][N:14]=1.